This data is from Reaction yield outcomes from USPTO patents with 853,638 reactions. The task is: Predict the reaction yield, written as a fraction of the theoretical maximum amount of product (1.0 means a 100% yield; for example, 0.34 means a 34% yield). The catalyst is C(O)C. The reactants are Br[CH2:2][C:3]1[CH:13]=[CH:12][C:11]([Cl:14])=[CH:10][C:4]=1[C:5]([O:7]CC)=O.[CH:15]([C:18]1[CH:24]=[CH:23][C:21]([NH2:22])=[CH:20][CH:19]=1)([CH3:17])[CH3:16].[O-]CC.[Na+]. The yield is 0.530. The product is [Cl:14][C:11]1[CH:10]=[C:4]2[C:3]([CH2:2][N:22]([C:21]3[CH:23]=[CH:24][C:18]([CH:15]([CH3:17])[CH3:16])=[CH:19][CH:20]=3)[C:5]2=[O:7])=[CH:13][CH:12]=1.